Dataset: Full USPTO retrosynthesis dataset with 1.9M reactions from patents (1976-2016). Task: Predict the reactants needed to synthesize the given product. (1) Given the product [CH3:25][O:24][C:17]1[CH:16]=[C:15]([N:1]2[CH2:6][CH2:5][CH:4]([OH:7])[CH2:3][CH2:2]2)[CH:20]=[CH:19][C:18]=1[N+:21]([O-:23])=[O:22], predict the reactants needed to synthesize it. The reactants are: [NH:1]1[CH2:6][CH2:5][CH:4]([OH:7])[CH2:3][CH2:2]1.C(=O)([O-])[O-].[K+].[K+].F[C:15]1[CH:20]=[CH:19][C:18]([N+:21]([O-:23])=[O:22])=[C:17]([O:24][CH3:25])[CH:16]=1.O. (2) Given the product [Cl:38][C:36]1[CH:37]=[C:32]([C@H:30]([OH:31])[CH3:29])[CH:33]=[C:34]([Cl:39])[CH:35]=1, predict the reactants needed to synthesize it. The reactants are: CB1N2CCC[C@H]2C(C2C=CC=CC=2)(C2C=CC=CC=2)O1.C1(C)C=CC=CC=1.[CH3:29][C:30]([C:32]1[CH:37]=[C:36]([Cl:38])[CH:35]=[C:34]([Cl:39])[CH:33]=1)=[O:31].